Dataset: Reaction yield outcomes from USPTO patents with 853,638 reactions. Task: Predict the reaction yield, written as a fraction of the theoretical maximum amount of product (1.0 means a 100% yield; for example, 0.34 means a 34% yield). (1) The reactants are [Cl:1][C:2]1[CH:10]=[C:9]2[C:5]([C:6]([C:14](=[O:19])C(F)(F)F)=[CH:7][N:8]2[CH:11]([CH3:13])[CH3:12])=[CH:4][CH:3]=1.[OH-:20].[Na+].Cl. No catalyst specified. The product is [Cl:1][C:2]1[CH:10]=[C:9]2[C:5]([C:6]([C:14]([OH:19])=[O:20])=[CH:7][N:8]2[CH:11]([CH3:12])[CH3:13])=[CH:4][CH:3]=1. The yield is 0.990. (2) The reactants are Br[CH2:2][C:3]([C:5]1[C:10]([CH3:11])=[CH:9][C:8]([O:12][C:13]2[CH:18]=[CH:17][C:16]([CH2:19][CH3:20])=[CH:15][CH:14]=2)=[CH:7][C:6]=1[CH3:21])=O.[NH2:22][C:23]([NH2:25])=[S:24]. The catalyst is CCO. The product is [CH2:19]([C:16]1[CH:17]=[CH:18][C:13]([O:12][C:8]2[CH:9]=[C:10]([CH3:11])[C:5]([C:3]3[N:22]=[C:23]([NH2:25])[S:24][CH:2]=3)=[C:6]([CH3:21])[CH:7]=2)=[CH:14][CH:15]=1)[CH3:20]. The yield is 0.880. (3) The reactants are Cl.[F:2][CH2:3][CH2:4][CH2:5][O:6][C:7]1[CH:8]=[C:9]2[C:13](=[CH:14][CH:15]=1)[CH2:12][C:11]1([CH2:20][CH2:19][CH:18]([O:21][CH3:22])[CH2:17][CH2:16]1)[C:10]2=[N:23]S(C(C)(C)C)=O. The catalyst is O1CCOCC1.C([O-])(O)=O.[Na+]. The product is [F:2][CH2:3][CH2:4][CH2:5][O:6][C:7]1[CH:8]=[C:9]2[C:13]([CH2:12][C:11]3([CH2:16][CH2:17][CH:18]([O:21][CH3:22])[CH2:19][CH2:20]3)[C:10]2=[NH:23])=[CH:14][CH:15]=1. The yield is 1.00. (4) The reactants are S(=O)(=O)(O)O.C([O:8][C:9](=O)[NH:10][CH:11]=[C:12]([C:23]#[N:24])[C:13]1[CH:18]=[CH:17][C:16]([O:19][CH3:20])=[C:15]([O:21][CH3:22])[CH:14]=1)C.C1(OC2C=CC=CC=2)C=CC=CC=1. The catalyst is CCOCC. The product is [CH3:22][O:21][C:15]1[CH:14]=[C:13]2[C:18](=[CH:17][C:16]=1[O:19][CH3:20])[C:9](=[O:8])[NH:10][CH:11]=[C:12]2[C:23]#[N:24]. The yield is 0.741. (5) The reactants are [H-].[Na+].[CH3:3][O:4][C:5]1[N:6]=[C:7]2[C:12](=[CH:13][CH:14]=1)[N:11]=[CH:10][C:9]([OH:15])=[CH:8]2.[C:16]([O:20][C:21]([NH:23][CH:24]1[CH2:29][CH2:28][N:27]([CH2:30][CH2:31]OS(C)(=O)=O)[CH2:26][CH2:25]1)=[O:22])([CH3:19])([CH3:18])[CH3:17]. The catalyst is CN(C)C=O. The product is [C:16]([O:20][C:21](=[O:22])[NH:23][CH:24]1[CH2:29][CH2:28][N:27]([CH2:30][CH2:31][O:15][C:9]2[CH:10]=[N:11][C:12]3[C:7]([CH:8]=2)=[N:6][C:5]([O:4][CH3:3])=[CH:14][CH:13]=3)[CH2:26][CH2:25]1)([CH3:19])([CH3:18])[CH3:17]. The yield is 0.290. (6) The reactants are [O:1]1[C:5]2[CH:6]=[CH:7][C:8]([C:10]3[NH:11][C:12]4[N:13]([N:17]=[CH:18][C:19]=4[C:20]([O:22]CC)=[O:21])[C:14](=[O:16])[CH:15]=3)=[CH:9][C:4]=2[O:3][CH2:2]1.[OH-].[Na+]. The catalyst is CS(C)=O.O. The product is [O:1]1[C:5]2[CH:6]=[CH:7][C:8]([C:10]3[NH:11][C:12]4[N:13]([N:17]=[CH:18][C:19]=4[C:20]([OH:22])=[O:21])[C:14](=[O:16])[CH:15]=3)=[CH:9][C:4]=2[O:3][CH2:2]1. The yield is 0.800.